From a dataset of Full USPTO retrosynthesis dataset with 1.9M reactions from patents (1976-2016). Predict the reactants needed to synthesize the given product. (1) Given the product [F:48][C:36]([F:35])([F:47])[C:37]([N:39]1[CH2:45][CH:44]2[CH2:46][CH:41]([CH2:42][N:43]2[C:7]([C:5]2[O:6][C:2]([Br:1])=[CH:3][CH:4]=2)=[O:9])[CH2:40]1)=[O:38], predict the reactants needed to synthesize it. The reactants are: [Br:1][C:2]1[O:6][C:5]([C:7]([OH:9])=O)=[CH:4][CH:3]=1.C1CCC(N=C=NC2CCCCC2)CC1.C1C=CC2N(O)N=NC=2C=1.[F:35][C:36]([F:48])([F:47])[C:37]([N:39]1[CH2:45][CH:44]2[CH2:46][CH:41]([CH2:42][NH:43]2)[CH2:40]1)=[O:38]. (2) Given the product [CH2:1]([N:8]1[CH2:9][CH2:10][N:11]([CH2:14][CH2:15][CH2:16][NH:17][C:24](=[O:25])[O:23][CH2:22][CH2:21][Cl:20])[CH2:12][CH2:13]1)[C:2]1[CH:3]=[CH:4][CH:5]=[CH:6][CH:7]=1, predict the reactants needed to synthesize it. The reactants are: [CH2:1]([N:8]1[CH2:13][CH2:12][N:11]([CH2:14][CH2:15][CH2:16][NH2:17])[CH2:10][CH2:9]1)[C:2]1[CH:7]=[CH:6][CH:5]=[CH:4][CH:3]=1.[OH-].[Na+].[Cl:20][CH2:21][CH2:22][O:23][C:24](Cl)=[O:25].O. (3) Given the product [C:1]([C:5]1[N:10]=[C:9]([CH2:11][CH2:12][OH:13])[CH:8]=[C:7]([N:15]2[CH2:16][CH2:17][NH:18][CH2:19][CH2:20]2)[N:6]=1)([CH3:4])([CH3:2])[CH3:3], predict the reactants needed to synthesize it. The reactants are: [C:1]([C:5]1[N:10]=[C:9]([CH2:11][CH2:12][O:13]C)[CH:8]=[C:7]([N:15]2[CH2:20][CH2:19][NH:18][CH2:17][CH2:16]2)[N:6]=1)([CH3:4])([CH3:3])[CH3:2].B(Br)(Br)Br. (4) The reactants are: [CH3:1][O:2][C:3](=[O:12])[C:4]1[CH:9]=[CH:8][C:7]([CH2:10]O)=[N:6][CH:5]=1.S(Cl)([Cl:15])=O. Given the product [CH3:1][O:2][C:3](=[O:12])[C:4]1[CH:9]=[CH:8][C:7]([CH2:10][Cl:15])=[N:6][CH:5]=1, predict the reactants needed to synthesize it. (5) Given the product [F:68][C:67]1[CH:66]=[C:65]([NH:69][S:70]([CH3:73])(=[O:72])=[O:71])[C:64]([CH3:74])=[CH:63][C:62]=1[C@H:60]([NH:59][C:18]([C:15]1[CH:16]=[C:17]2[C:12](=[CH:13][CH:14]=1)[N:11]=[C:10]([C:21]([F:22])([F:23])[F:24])[CH:9]=[C:8]2[NH:7][CH:1]1[CH2:6][CH2:5][CH2:4][CH2:3][CH2:2]1)=[O:19])[CH3:61], predict the reactants needed to synthesize it. The reactants are: [CH:1]1([NH:7][C:8]2[C:17]3[C:12](=[CH:13][CH:14]=[C:15]([C:18](O)=[O:19])[CH:16]=3)[N:11]=[C:10]([C:21]([F:24])([F:23])[F:22])[CH:9]=2)[CH2:6][CH2:5][CH2:4][CH2:3][CH2:2]1.F[P-](F)(F)(F)(F)F.C[N+](C)=C(N(C)C)ON1C2N=CC=CC=2N=N1.C(N(CC)C(C)C)(C)C.Cl.[NH2:59][C@@H:60]([C:62]1[C:67]([F:68])=[CH:66][C:65]([NH:69][S:70]([CH3:73])(=[O:72])=[O:71])=[C:64]([CH3:74])[CH:63]=1)[CH3:61].C([O-])(O)=O.[Na+]. (6) Given the product [C@@H:6]1([N:12]2[CH:20]=[N:19][C:18]3[C:13]2=[N:14][C:15]([O:22][CH:23]2[CH2:27][CH2:26][CH2:25][CH2:24]2)=[N:16][C:17]=3[NH2:21])[O:7][C@H:8]([CH3:11])[C@H:9]2[O:4][C@@H:5]12, predict the reactants needed to synthesize it. The reactants are: C([O:4][C@@H:5]1[C@@H:9](Br)[C@@H:8]([CH3:11])[O:7][C@H:6]1[N:12]1[CH:20]=[N:19][C:18]2[C:13]1=[N:14][C:15]([O:22][CH:23]1[CH2:27][CH2:26][CH2:25][CH2:24]1)=[N:16][C:17]=2[NH2:21])(=O)C.C(O[C@@H]1[C@@H](C)O[C@@H](N2C=NC3C2=NC(OC2CCCC2)=NC=3N)[C@H]1Br)(=O)C.C(=O)([O-])[O-].[K+].[K+]. (7) Given the product [Cl:84][CH2:68][S:70][C:33]([C@:31]12[C@@:13]3([CH3:36])[CH2:14][C@H:15]([OH:30])[C@@:16]4([F:29])[CH:25]([C@@H:12]3[CH2:11][C@H:10]1[CH2:9][N:8]([CH2:1][C:2]1[CH:7]=[CH:6][CH:5]=[CH:4][CH:3]=1)[CH2:32]2)[CH2:24][C@H:23]([F:26])[C:22]1[C@:17]4([CH3:28])[CH:18]=[CH:19][C:20](=[O:27])[CH:21]=1)=[O:34], predict the reactants needed to synthesize it. The reactants are: [CH2:1]([N:8]1[CH2:32][C@:31]2([C:33](O)=[O:34])[C@@H:10]([CH2:11][C@H:12]3[CH:25]4[C@@:16]([F:29])([C@:17]5([CH3:28])[C:22]([C@@H:23]([F:26])[CH2:24]4)=[CH:21][C:20](=[O:27])[CH:19]=[CH:18]5)[C@@H:15]([OH:30])[CH2:14][C@@:13]32[CH3:36])[CH2:9]1)[C:2]1[CH:7]=[CH:6][CH:5]=[CH:4][CH:3]=1.CN(C(ON1N=NC2C=CC=NC1=2)=[N+](C)C)C.F[P-](F)(F)(F)(F)F.CN1CCOCC1.[C:68](O)(=[S:70])C.C([O-])(=S)C.[K+].C([O-])(O)=O.[Na+].BrC[Cl:84].